From a dataset of Full USPTO retrosynthesis dataset with 1.9M reactions from patents (1976-2016). Predict the reactants needed to synthesize the given product. (1) Given the product [F:14][C:15]1[CH:20]=[CH:19][CH:18]=[CH:17][C:16]=1[N:21]1[CH2:22][CH2:23][N:24]([CH2:27][CH2:28][CH2:29][CH2:30][NH:31][C:2]2[CH:7]=[C:6]([C:8]3[CH:13]=[CH:12][CH:11]=[CH:10][CH:9]=3)[CH:5]=[CH:4][N:3]=2)[CH2:25][CH2:26]1, predict the reactants needed to synthesize it. The reactants are: Cl[C:2]1[CH:7]=[C:6]([C:8]2[CH:13]=[CH:12][CH:11]=[CH:10][CH:9]=2)[CH:5]=[CH:4][N:3]=1.[F:14][C:15]1[CH:20]=[CH:19][CH:18]=[CH:17][C:16]=1[N:21]1[CH2:26][CH2:25][N:24]([CH2:27][CH2:28][CH2:29][CH2:30][NH2:31])[CH2:23][CH2:22]1. (2) Given the product [C:37]([OH:38])(=[O:40])/[CH:24]=[CH:21]/[C:23]([OH:35])=[O:43].[F:27][C:28]1[CH:33]=[CH:32][CH:31]=[CH:30][C:29]=1[C:2]1[N:6]([S:7]([C:10]2[CH:11]=[N:12][CH:13]=[CH:14][CH:15]=2)(=[O:8])=[O:9])[C:5]([CH3:16])=[C:4]([CH2:17][NH:18][CH3:26])[CH:3]=1, predict the reactants needed to synthesize it. The reactants are: Br[C:2]1[N:6]([S:7]([C:10]2[CH:11]=[N:12][CH:13]=[CH:14][CH:15]=2)(=[O:9])=[O:8])[C:5]([CH3:16])=[C:4]([CH2:17][N:18]([CH3:26])C(=O)O[C:21]([CH3:24])([CH3:23])C)[CH:3]=1.[F:27][C:28]1[CH:33]=[CH:32][CH:31]=[CH:30][C:29]=1B(O)[OH:35].[C:37](=[O:40])([O-])[O-:38].[Na+].[Na+].[OH2:43]. (3) Given the product [CH3:25][N:26]([CH3:28])/[CH:27]=[CH:2]/[C:1]([C:4]1[S:5][CH:6]=[CH:7][C:8]=1[NH:9][C:10](=[O:22])[CH2:11][C:12]1[C:21]2[C:16](=[CH:17][CH:18]=[CH:19][CH:20]=2)[CH:15]=[CH:14][CH:13]=1)=[O:3], predict the reactants needed to synthesize it. The reactants are: [C:1]([C:4]1[S:5][CH:6]=[CH:7][C:8]=1[NH:9][C:10](=[O:22])[CH2:11][C:12]1[C:21]2[C:16](=[CH:17][CH:18]=[CH:19][CH:20]=2)[CH:15]=[CH:14][CH:13]=1)(=[O:3])[CH3:2].CO[CH:25](OC)[N:26]([CH3:28])[CH3:27].